From a dataset of Serine/threonine kinase 33 screen with 319,792 compounds. Binary Classification. Given a drug SMILES string, predict its activity (active/inactive) in a high-throughput screening assay against a specified biological target. (1) The compound is Clc1c(NC(=S)NCCc2ncccc2)ccc(Cl)c1. The result is 0 (inactive). (2) The drug is O=C(NC1CCCC1)COC(=O)c1c(OC)c(OC)c(OC)cc1. The result is 0 (inactive). (3) The compound is O(CC(NC(OCC(C)C)=O)CC)C(=O)NCCCC. The result is 0 (inactive). (4) The molecule is FC(F)(F)c1c(CN2CCN(CC2)Cc2ccccc2)cccc1. The result is 0 (inactive). (5) The compound is S\1C(=O)N(CCNC(=O)CN2C(=O)C3(NC2=O)CCCC3)C(=O)C1=C/c1ccc(OC)cc1. The result is 0 (inactive).